Dataset: Forward reaction prediction with 1.9M reactions from USPTO patents (1976-2016). Task: Predict the product of the given reaction. Given the reactants C[O:2][C:3]([C:5]1[C:14]([OH:15])=[C:13]2[C:8]([CH2:9][CH:10]([CH3:17])[O:11][C:12]2=[O:16])=[CH:7][CH:6]=1)=[O:4].[OH-].[Na+], predict the reaction product. The product is: [OH:15][C:14]1[C:5]([C:3]([OH:4])=[O:2])=[CH:6][CH:7]=[C:8]2[C:13]=1[C:12](=[O:16])[O:11][CH:10]([CH3:17])[CH2:9]2.